Dataset: Catalyst prediction with 721,799 reactions and 888 catalyst types from USPTO. Task: Predict which catalyst facilitates the given reaction. (1) Reactant: [CH3:1][C:2]1[CH:3]=[CH:4][C:5]([N:18]2[N:22]=[CH:21][CH:20]=[N:19]2)=[C:6]([CH:17]=1)[C:7]([N:9]1[CH2:13][CH2:12][CH2:11][C@H:10]1[C:14]([OH:16])=O)=[O:8].Cl.Cl.[NH2:25][C:26]1[CH:27]=[C:28]([O:33][CH3:34])[CH:29]=[CH:30][C:31]=1[NH2:32].CCN(C(C)C)C(C)C.CN(C(ON1N=NC2C=CC=NC1=2)=[N+](C)C)C.F[P-](F)(F)(F)(F)F. Product: [NH2:25][C:26]1[CH:27]=[C:28]([O:33][CH3:34])[CH:29]=[CH:30][C:31]=1[NH:32][C:14]([C@@H:10]1[CH2:11][CH2:12][CH2:13][N:9]1[C:7](=[O:8])[C:6]1[CH:17]=[C:2]([CH3:1])[CH:3]=[CH:4][C:5]=1[N:18]1[N:19]=[CH:20][CH:21]=[N:22]1)=[O:16]. The catalyst class is: 2. (2) Reactant: [CH2:1]([C:3]1[CH:8]=[CH:7][C:6]([C:9]2[CH:14]=[CH:13][C:12]([C:15]3[S:16][C:17]([CH:20]=[CH:21][CH3:22])=[CH:18][CH:19]=3)=[C:11]([F:23])[CH:10]=2)=[CH:5][CH:4]=1)[CH3:2]. Product: [CH2:1]([C:3]1[CH:4]=[CH:5][C:6]([C:9]2[CH:14]=[CH:13][C:12]([C:15]3[S:16][C:17]([CH2:20][CH2:21][CH3:22])=[CH:18][CH:19]=3)=[C:11]([F:23])[CH:10]=2)=[CH:7][CH:8]=1)[CH3:2]. The catalyst class is: 123. (3) Reactant: [C:1]1(=[O:7])[O:6][C:4](=[O:5])[CH:3]=[CH:2]1.[CH3:8][C:9]([C:11]([CH3:13])=[CH2:12])=[CH2:10]. Product: [CH3:8][C:9]1[CH2:10][CH:3]2[C:4](=[O:5])[O:6][C:1](=[O:7])[CH:2]2[CH2:12][C:11]=1[CH3:13]. The catalyst class is: 48. (4) Reactant: [OH:1][C@H:2]([CH2:24][O:25][C:26]1[CH:31]=[CH:30][CH:29]=[CH:28][CH:27]=1)[CH2:3][N:4]([CH2:12][C@H:13]1[CH2:22][CH2:21][C:20]2[C:15](=[CH:16][CH:17]=[C:18]([I:23])[CH:19]=2)[O:14]1)[C:5](=[O:11])[O:6][C:7]([CH3:10])([CH3:9])[CH3:8].[Si:32](Cl)([C:35]([CH3:38])([CH3:37])[CH3:36])([CH3:34])[CH3:33].N1C=CN=C1.O. Product: [Si:32]([O:1][C@H:2]([CH2:24][O:25][C:26]1[CH:31]=[CH:30][CH:29]=[CH:28][CH:27]=1)[CH2:3][N:4]([CH2:12][C@H:13]1[CH2:22][CH2:21][C:20]2[C:15](=[CH:16][CH:17]=[C:18]([I:23])[CH:19]=2)[O:14]1)[C:5](=[O:11])[O:6][C:7]([CH3:10])([CH3:8])[CH3:9])([C:35]([CH3:38])([CH3:37])[CH3:36])([CH3:34])[CH3:33]. The catalyst class is: 3. (5) Reactant: [NH:1]1[CH2:6][CH2:5][NH:4][CH2:3][CH2:2]1.[NH2:7][C:8]1[CH:13]=[CH:12][CH:11]=[CH:10][C:9]=1[S:14][C:15]1[CH:23]=[CH:22][CH:21]=[CH:20][C:16]=1[C:17](O)=O.[ClH:24].C(O)C. Product: [ClH:24].[N:1]1([C:17]2[C:16]3[CH:20]=[CH:21][CH:22]=[CH:23][C:15]=3[S:14][C:9]3[CH:10]=[CH:11][CH:12]=[CH:13][C:8]=3[N:7]=2)[CH2:6][CH2:5][NH:4][CH2:3][CH2:2]1. The catalyst class is: 8. (6) Reactant: C(N(CC)CC)C.[NH2:8][C:9]1[CH:10]=[C:11]([CH:14]=[CH:15][CH:16]=1)[C:12]#[N:13].[F:17][C:18]([F:29])([F:28])[C:19](O[C:19](=[O:20])[C:18]([F:29])([F:28])[F:17])=[O:20]. Product: [C:12]([C:11]1[CH:10]=[C:9]([NH:8][C:19](=[O:20])[C:18]([F:29])([F:28])[F:17])[CH:16]=[CH:15][CH:14]=1)#[N:13]. The catalyst class is: 1. (7) Product: [F:30][C:31]1[CH:32]=[C:33]2[C:37](=[CH:38][CH:39]=1)[N:36]([C:26]([C:22]1[N:23]=[CH:24][N:25]=[C:20]([N:17]3[CH2:18][CH2:19][CH:14]([N:10]4[CH2:9][CH2:8][C:7]5[CH:29]=[C:3]([O:2][CH3:1])[CH:4]=[CH:5][C:6]=5[NH:12][C:11]4=[O:13])[CH2:15][CH2:16]3)[CH:21]=1)=[O:27])[CH2:35][CH:34]2[CH3:40]. The catalyst class is: 3. Reactant: [CH3:1][O:2][C:3]1[CH:4]=[CH:5][C:6]2[NH:12][C:11](=[O:13])[N:10]([CH:14]3[CH2:19][CH2:18][N:17]([C:20]4[N:25]=[CH:24][N:23]=[C:22]([C:26](O)=[O:27])[CH:21]=4)[CH2:16][CH2:15]3)[CH2:9][CH2:8][C:7]=2[CH:29]=1.[F:30][C:31]1[CH:32]=[C:33]2[C:37](=[CH:38][CH:39]=1)[NH:36][CH2:35][CH:34]2[CH3:40].CN(C(ON1N=NC2C=CC=CC1=2)=[N+](C)C)C.[B-](F)(F)(F)F. (8) Reactant: [CH3:1][O:2][C:3]1[CH:41]=[CH:40][C:6]([CH2:7][N:8]2[C:12]([C:13]3[CH:18]=[CH:17][CH:16]=[CH:15][C:14]=3[C:19]3[CH:24]=[CH:23][C:22]([CH2:25][NH:26][C:27]4[C:36]([N+:37]([O-])=O)=[CH:35][CH:34]=[CH:33][C:28]=4[C:29]([O:31][CH3:32])=[O:30])=[CH:21][CH:20]=3)=[N:11][N:10]=[N:9]2)=[CH:5][CH:4]=1.O.O.[Sn](Cl)Cl. Product: [CH3:1][O:2][C:3]1[CH:4]=[CH:5][C:6]([CH2:7][N:8]2[C:12]([C:13]3[CH:18]=[CH:17][CH:16]=[CH:15][C:14]=3[C:19]3[CH:24]=[CH:23][C:22]([CH2:25][NH:26][C:27]4[C:36]([NH2:37])=[CH:35][CH:34]=[CH:33][C:28]=4[C:29]([O:31][CH3:32])=[O:30])=[CH:21][CH:20]=3)=[N:11][N:10]=[N:9]2)=[CH:40][CH:41]=1. The catalyst class is: 5. (9) Reactant: [OH:1][CH:2]([CH2:5][NH2:6])[CH2:3][NH2:4].[CH3:7][C:8]([O:11][C:12](O[C:12]([O:11][C:8]([CH3:10])([CH3:9])[CH3:7])=[O:13])=[O:13])([CH3:10])[CH3:9].[C:22]([O-:25])([O-])=[O:23].[Na+].[Na+]. Product: [C:22]([NH:4][CH2:3][CH:2]([OH:1])[CH2:5][NH:6][C:12]([O:11][C:8]([CH3:10])([CH3:9])[CH3:7])=[O:13])([O:25][C:8]([CH3:10])([CH3:9])[CH3:7])=[O:23]. The catalyst class is: 127. (10) Reactant: CS(O[CH2:6][C@H:7]1[N:17]2[C:18]3[N:9]([C:10](=[O:21])[CH2:11][CH:12]([CH3:20])[C:13]=3[CH:14]=[CH:15][C:16]2=[O:19])[CH2:8]1)(=O)=O.N1C=CC=CC=1.[NH:28]1[CH2:33][CH2:32][CH:31]([NH:34][C:35](=[O:41])[O:36][C:37]([CH3:40])([CH3:39])[CH3:38])[CH2:30][CH2:29]1. Product: [CH3:20][CH:12]1[CH2:11][C:10](=[O:21])[N:9]2[CH2:8][C@@H:7]([CH2:6][N:28]3[CH2:29][CH2:30][CH:31]([NH:34][C:35](=[O:41])[O:36][C:37]([CH3:39])([CH3:38])[CH3:40])[CH2:32][CH2:33]3)[N:17]3[C:18]2=[C:13]1[CH:14]=[CH:15][C:16]3=[O:19]. The catalyst class is: 10.